Task: Regression. Given two drug SMILES strings and cell line genomic features, predict the synergy score measuring deviation from expected non-interaction effect.. Dataset: NCI-60 drug combinations with 297,098 pairs across 59 cell lines Drug 1: C1=C(C(=O)NC(=O)N1)N(CCCl)CCCl. Drug 2: C#CCC(CC1=CN=C2C(=N1)C(=NC(=N2)N)N)C3=CC=C(C=C3)C(=O)NC(CCC(=O)O)C(=O)O. Cell line: SK-OV-3. Synergy scores: CSS=10.3, Synergy_ZIP=-6.00, Synergy_Bliss=-5.34, Synergy_Loewe=-8.94, Synergy_HSA=-5.70.